This data is from Full USPTO retrosynthesis dataset with 1.9M reactions from patents (1976-2016). The task is: Predict the reactants needed to synthesize the given product. (1) The reactants are: [Br:1][C:2]1[CH:3]=[C:4]([CH:8]([OH:21])[CH2:9][NH:10][CH2:11][C:12]([NH:14][C:15]2[CH:20]=[CH:19][CH:18]=[CH:17][CH:16]=2)=[O:13])[CH:5]=[CH:6][CH:7]=1.C(N(CC)C(C)C)(C)C.[C:31]1([S:37](Cl)(=[O:39])=[O:38])[CH:36]=[CH:35][CH:34]=[CH:33][CH:32]=1.OS([O-])(=O)=O.[K+]. Given the product [C:31]1([S:37]([N:10]([CH2:9][CH:8]([C:4]2[CH:5]=[CH:6][CH:7]=[C:2]([Br:1])[CH:3]=2)[OH:21])[CH2:11][C:12]([NH:14][C:15]2[CH:16]=[CH:17][CH:18]=[CH:19][CH:20]=2)=[O:13])(=[O:39])=[O:38])[CH:36]=[CH:35][CH:34]=[CH:33][CH:32]=1, predict the reactants needed to synthesize it. (2) Given the product [Cl:27][C:23]1[C:24]([CH3:26])=[CH:25][C:20]([O:19][CH2:18][CH2:17][CH2:16][C:7]2[C:6]3[C:10](=[C:2]([C:31]4[CH:32]=[CH:33][O:29][CH:30]=4)[CH:3]=[CH:4][CH:5]=3)[NH:9][C:8]=2[C:11]([O:13][CH2:14][CH3:15])=[O:12])=[CH:21][C:22]=1[CH3:28], predict the reactants needed to synthesize it. The reactants are: Br[C:2]1[CH:3]=[CH:4][CH:5]=[C:6]2[C:10]=1[NH:9][C:8]([C:11]([O:13][CH2:14][CH3:15])=[O:12])=[C:7]2[CH2:16][CH2:17][CH2:18][O:19][C:20]1[CH:25]=[C:24]([CH3:26])[C:23]([Cl:27])=[C:22]([CH3:28])[CH:21]=1.[O:29]1[CH:33]=[CH:32][C:31](B(O)O)=[CH:30]1. (3) Given the product [Cl:1][C:2]1[CH:3]=[N:4][CH:5]=[C:6]([Cl:41])[C:7]=1[CH:8]([OH:40])[CH2:9][N:10]([CH2:31][C:32]1[CH:33]=[C:34]([F:39])[CH:35]=[C:36]([F:38])[CH:37]=1)[C:11]([C:13]1[CH:14]=[N:15][N:16]([C@H:22]2[CH2:23][CH2:24][C@H:25]([C:28](=[O:30])[NH:45][O:44][CH3:43])[CH2:26][CH2:27]2)[C:17]=1[C:18]([F:21])([F:20])[F:19])=[O:12], predict the reactants needed to synthesize it. The reactants are: [Cl:1][C:2]1[CH:3]=[N:4][CH:5]=[C:6]([Cl:41])[C:7]=1[CH:8]([OH:40])[CH2:9][N:10]([CH2:31][C:32]1[CH:37]=[C:36]([F:38])[CH:35]=[C:34]([F:39])[CH:33]=1)[C:11]([C:13]1[CH:14]=[N:15][N:16]([C@H:22]2[CH2:27][CH2:26][C@H:25]([C:28]([OH:30])=O)[CH2:24][CH2:23]2)[C:17]=1[C:18]([F:21])([F:20])[F:19])=[O:12].Cl.[CH3:43][O:44][NH2:45].CN(C(ON1N=NC2C=CC=NC1=2)=[N+](C)C)C.F[P-](F)(F)(F)(F)F.CCN(C(C)C)C(C)C. (4) Given the product [F:16][C:17]1[CH:25]=[C:24]2[C:20]([C:21](=[CH:27][NH:15][C:12]3[CH:11]=[CH:10][C:9]([O:8][CH2:7][CH2:6][N:1]4[CH2:5][CH2:4][CH2:3][CH2:2]4)=[CH:14][CH:13]=3)[C:22](=[O:26])[NH:23]2)=[CH:19][CH:18]=1, predict the reactants needed to synthesize it. The reactants are: [N:1]1([CH2:6][CH2:7][O:8][C:9]2[CH:14]=[CH:13][C:12]([NH2:15])=[CH:11][CH:10]=2)[CH2:5][CH2:4][CH2:3][CH2:2]1.[F:16][C:17]1[CH:25]=[C:24]2[C:20]([C:21](=[CH:27]O)[C:22](=[O:26])[NH:23]2)=[CH:19][CH:18]=1. (5) Given the product [CH2:35]([O:34][P:30]([CH2:29][C:28]1[CH:38]=[CH:39][C:25]([NH:24][C:16]2[N:15]=[C:14]([NH:13][C:5]3[CH:4]=[CH:3][C:2]([C:44]4[CH:52]=[CH:51][C:47]([C:48]([OH:50])=[O:49])=[CH:46][CH:45]=4)=[C:10]4[C:6]=3[C:7](=[O:12])[N:8]([CH3:11])[CH2:9]4)[C:19]([C:20]([F:21])([F:23])[F:22])=[CH:18][N:17]=2)=[C:26]([O:40][CH3:41])[CH:27]=1)([O:31][CH2:32][CH3:33])=[O:37])[CH3:36], predict the reactants needed to synthesize it. The reactants are: Br[C:2]1[CH:3]=[CH:4][C:5]([NH:13][C:14]2[C:19]([C:20]([F:23])([F:22])[F:21])=[CH:18][N:17]=[C:16]([NH:24][C:25]3[CH:39]=[CH:38][C:28]([CH2:29][P:30](=[O:37])([O:34][CH2:35][CH3:36])[O:31][CH2:32][CH3:33])=[CH:27][C:26]=3[O:40][CH3:41])[N:15]=2)=[C:6]2[C:10]=1[CH2:9][N:8]([CH3:11])[C:7]2=[O:12].OB(O)[C:44]1[CH:52]=[CH:51][C:47]([C:48]([OH:50])=[O:49])=[CH:46][CH:45]=1.C(=O)([O-])[O-].[K+].[K+].ClCCl. (6) Given the product [CH3:35][S:36]([OH:39])(=[O:38])=[O:37].[CH3:1][C:2]1([CH3:34])[CH2:7][CH2:6][C:5]([C:8]2[C:13]([NH:14][C:15]([C:17]3[NH:18][CH:19]=[C:20]([C:22]#[N:23])[N:21]=3)=[O:16])=[CH:12][CH:11]=[C:10]([CH:24]3[CH2:25][C:26]([CH3:33])([CH3:32])[O:27][C:28]([CH3:31])([CH3:30])[CH2:29]3)[N:9]=2)=[CH:4][CH2:3]1, predict the reactants needed to synthesize it. The reactants are: [CH3:1][C:2]1([CH3:34])[CH2:7][CH2:6][C:5]([C:8]2[C:13]([NH:14][C:15]([C:17]3[NH:18][CH:19]=[C:20]([C:22]#[N:23])[N:21]=3)=[O:16])=[CH:12][CH:11]=[C:10]([CH:24]3[CH2:29][C:28]([CH3:31])([CH3:30])[O:27][C:26]([CH3:33])([CH3:32])[CH2:25]3)[N:9]=2)=[CH:4][CH2:3]1.[CH3:35][S:36]([OH:39])(=[O:38])=[O:37]. (7) Given the product [Cl:19][C:20]1[CH:21]=[C:22]([NH:23][C:15](=[O:17])[CH2:14][C:9]2[NH:10][C:11](=[O:13])[CH:12]=[C:7]([N:1]3[CH2:2][CH2:3][O:4][CH2:5][CH2:6]3)[N:8]=2)[CH:24]=[C:25]([Cl:28])[C:26]=1[F:27], predict the reactants needed to synthesize it. The reactants are: [N:1]1([C:7]2[N:8]=[C:9]([CH2:14][C:15]([O-:17])=O)[NH:10][C:11](=[O:13])[CH:12]=2)[CH2:6][CH2:5][O:4][CH2:3][CH2:2]1.[Na+].[Cl:19][C:20]1[CH:21]=[C:22]([CH:24]=[C:25]([Cl:28])[C:26]=1[F:27])[NH2:23]. (8) Given the product [CH3:31][CH:32]1[CH2:37][CH2:36][CH2:35][N:34]([CH2:2][CH2:3][CH2:4][N:5]2[C:13]3[C:8](=[CH:9][CH:10]=[C:11]([NH:14][C:15](=[O:30])[CH2:16][C:17]4[CH:18]=[CH:19][C:20]([O:23][C:24]5[CH:29]=[CH:28][CH:27]=[CH:26][CH:25]=5)=[CH:21][CH:22]=4)[CH:12]=3)[CH:7]=[N:6]2)[CH2:33]1, predict the reactants needed to synthesize it. The reactants are: O=[CH:2][CH2:3][CH2:4][N:5]1[C:13]2[C:8](=[CH:9][CH:10]=[C:11]([NH:14][C:15](=[O:30])[CH2:16][C:17]3[CH:22]=[CH:21][C:20]([O:23][C:24]4[CH:29]=[CH:28][CH:27]=[CH:26][CH:25]=4)=[CH:19][CH:18]=3)[CH:12]=2)[CH:7]=[N:6]1.[CH3:31][CH:32]1[CH2:37][CH2:36][CH2:35][NH:34][CH2:33]1.C(O)(=O)C. (9) Given the product [NH2:1][C:2]1[C:10]([Cl:19])=[CH:9][C:8]([O:11][C:12]([F:13])([F:14])[F:15])=[CH:7][C:3]=1[C:4]([OH:6])=[O:5], predict the reactants needed to synthesize it. The reactants are: [NH2:1][C:2]1[CH:10]=[CH:9][C:8]([O:11][C:12]([F:15])([F:14])[F:13])=[CH:7][C:3]=1[C:4]([OH:6])=[O:5].S(Cl)([Cl:19])(=O)=O.